This data is from Full USPTO retrosynthesis dataset with 1.9M reactions from patents (1976-2016). The task is: Predict the reactants needed to synthesize the given product. Given the product [C:1]([OH:8])(=[O:7])[CH2:2][CH2:3][CH2:4][CH:5]=[CH:6][CH2:9][CH2:10][CH2:11][CH3:12].[C:15]([O-:22])(=[O:21])[CH2:16][CH2:17][CH2:18][CH:19]=[CH:20][CH2:23][CH2:24][CH2:25][CH3:26], predict the reactants needed to synthesize it. The reactants are: [C:1]([OH:8])(=[O:7])[CH2:2][CH2:3][CH2:4][CH:5]=[CH2:6].[CH2:9]=[CH:10][CH2:11][CH2:12]CC.[C:15]([O-:22])(=[O:21])[CH2:16][CH2:17][CH2:18][CH:19]=[CH2:20].[CH3:23][CH2:24][CH2:25][CH2:26]C=[CH:23][CH2:24][CH2:25][CH2:26]C.